Predict the product of the given reaction. From a dataset of Forward reaction prediction with 1.9M reactions from USPTO patents (1976-2016). (1) Given the reactants [F:1][C:2]1[CH:7]=[CH:6][C:5]([N:8]2[CH2:13][CH2:12][N:11]([S:14]([C:17]3[CH:18]=[C:19]4[C:23](=[CH:24][CH:25]=3)[N:22]([C:26](=[O:32])[CH2:27][CH2:28][C:29]([OH:31])=[O:30])[CH2:21][CH2:20]4)(=[O:16])=[O:15])[CH2:10][CH2:9]2)=[CH:4][CH:3]=1.F[C:34]1C=CC(N2CCNCC2)=CC=1.COC(=O)CCC(N1C2C(=CC(S(Cl)(=O)=O)=CC=2)CC1)=O.Cl, predict the reaction product. The product is: [F:1][C:2]1[CH:7]=[CH:6][C:5]([N:8]2[CH2:9][CH2:10][N:11]([S:14]([C:17]3[CH:18]=[C:19]4[C:23](=[CH:24][CH:25]=3)[N:22]([C:26](=[O:32])[CH2:27][CH2:28][C:29]([O:31][CH3:34])=[O:30])[CH2:21][CH2:20]4)(=[O:15])=[O:16])[CH2:12][CH2:13]2)=[CH:4][CH:3]=1. (2) Given the reactants C(OC(N1CCCCC1)=O)(C)(C)C.C[Mg][Cl:16].[Cl-].[NH4+].C(OC([N:26]1[CH2:31][CH2:30][CH:29]([CH2:32][CH2:33][C:34](=[O:36])[CH3:35])[CH2:28][CH2:27]1)=O)(C)(C)C.Cl, predict the reaction product. The product is: [NH:26]1[CH2:31][CH2:30][CH:29]([CH2:32][CH2:33][C:34](=[O:36])[CH3:35])[CH2:28][CH2:27]1.[ClH:16]. (3) Given the reactants [Br:1][C:2]1[CH:3]=[C:4]([C:8]([F:17])([S:13]([NH2:16])(=[O:15])=[O:14])[C:9]([OH:12])([CH3:11])[CH3:10])[CH:5]=[CH:6][CH:7]=1.[CH2:18]([O:20][C:21](OCC)(OCC)OCC)[CH3:19], predict the reaction product. The product is: [Br:1][C:2]1[CH:3]=[C:4]([C:8]2([F:17])[C:9]([CH3:11])([CH3:10])[O:12][C:21]([O:20][CH2:18][CH3:19])=[N:16][S:13]2(=[O:14])=[O:15])[CH:5]=[CH:6][CH:7]=1.